From a dataset of Catalyst prediction with 721,799 reactions and 888 catalyst types from USPTO. Predict which catalyst facilitates the given reaction. (1) Reactant: [F:1][C:2]1[C:9]([O:10][CH3:11])=[CH:8][CH:7]=[CH:6][C:3]=1[CH:4]=O.C(O)(=O)[CH2:13][C:14]([OH:16])=[O:15].N1CCCCC1. Product: [F:1][C:2]1[C:9]([O:10][CH3:11])=[CH:8][CH:7]=[CH:6][C:3]=1[CH:4]=[CH:13][C:14]([OH:16])=[O:15]. The catalyst class is: 17. (2) Reactant: [H-].[Na+].[Cl:3][C:4]1[N:9]=[CH:8][C:7]([CH2:10][NH:11][C:12](=[O:27])[C:13](=[N:15][NH:16][C:17]2[CH:22]=[CH:21][C:20]([C:23]([F:26])([F:25])[F:24])=[CH:19][CH:18]=2)[CH3:14])=[CH:6][CH:5]=1.CI.[C:30](OCC)(=O)C. Product: [Cl:3][C:4]1[N:9]=[CH:8][C:7]([CH2:10][NH:11][C:12](=[O:27])[C:13](=[N:15][N:16]([CH3:30])[C:17]2[CH:22]=[CH:21][C:20]([C:23]([F:24])([F:25])[F:26])=[CH:19][CH:18]=2)[CH3:14])=[CH:6][CH:5]=1. The catalyst class is: 9.